From a dataset of Full USPTO retrosynthesis dataset with 1.9M reactions from patents (1976-2016). Predict the reactants needed to synthesize the given product. (1) Given the product [O:6]1[CH2:2][CH2:3][N:4]=[C:5]1[NH:7][CH:8]1[C:16]2[C:11](=[CH:12][CH:13]=[C:14]([CH3:17])[CH:15]=2)[CH2:10][CH2:9]1, predict the reactants needed to synthesize it. The reactants are: Cl[CH2:2][CH2:3][NH:4][C:5]([NH:7][CH:8]1[C:16]2[C:11](=[CH:12][CH:13]=[C:14]([CH3:17])[CH:15]=2)[CH2:10][CH2:9]1)=[O:6].C1CCN2C(=NCCC2)CC1. (2) Given the product [Cl:1][C:2]1[CH:7]=[CH:6][C:5]([C:8]2[S:9][C:10]([CH3:28])=[C:11]([CH:13]3[C:17](=[O:18])[CH:16]([CH2:19][C:20]4[CH:25]=[CH:24][C:23]([F:26])=[CH:22][N:21]=4)[CH2:15][C:14]3=[O:27])[N:12]=2)=[CH:4][CH:3]=1, predict the reactants needed to synthesize it. The reactants are: [Cl:1][C:2]1[CH:7]=[CH:6][C:5]([C:8]2[S:9][C:10]([CH3:28])=[C:11]([CH:13]3[C:17](=[O:18])/[C:16](=[CH:19]/[C:20]4[CH:25]=[CH:24][C:23]([F:26])=[CH:22][N:21]=4)/[CH2:15][C:14]3=[O:27])[N:12]=2)=[CH:4][CH:3]=1.